This data is from Forward reaction prediction with 1.9M reactions from USPTO patents (1976-2016). The task is: Predict the product of the given reaction. (1) Given the reactants [NH2:1][C:2]1([C:8]([OH:10])=[O:9])[CH2:7][CH2:6][CH2:5][CH2:4][CH2:3]1.[CH2:11](O)[C:12]1[CH:17]=[CH:16][CH:15]=[CH:14][CH:13]=1.O.C1(C)C=CC(S(O)(=O)=O)=CC=1.C1C=CC=CC=1, predict the reaction product. The product is: [NH2:1][C:2]1([C:8]([O:10][CH2:11][C:12]2[CH:17]=[CH:16][CH:15]=[CH:14][CH:13]=2)=[O:9])[CH2:7][CH2:6][CH2:5][CH2:4][CH2:3]1. (2) Given the reactants Cl.[NH2:2]O.[OH:4][C:5]1[CH:14]=[C:13]2[C:8]([C:9](=[O:24])[C:10]([C:16]3[CH:21]=[CH:20][C:19]([O:22][CH3:23])=[CH:18][CH:17]=3)=[C:11]([CH3:15])[O:12]2)=[CH:7][C:6]=1[C:25]1[CH:30]=[CH:29][CH:28]=[CH:27][CH:26]=1.O, predict the reaction product. The product is: [CH3:23][O:22][C:19]1[CH:20]=[CH:21][C:16]([C:10]2[C:11]([CH3:15])=[N:2][O:24][C:9]=2[C:8]2[CH:7]=[C:6]([C:25]3[CH:30]=[CH:29][CH:28]=[CH:27][CH:26]=3)[C:5]([OH:4])=[CH:14][C:13]=2[OH:12])=[CH:17][CH:18]=1. (3) The product is: [CH2:1]([O:3][C:4](=[O:16])[C:5]([O:8][C:9]1[CH:14]=[CH:13][CH:12]=[C:11]([NH:15][CH:18]([CH3:19])[CH3:21])[CH:10]=1)([CH3:7])[CH3:6])[CH3:2]. Given the reactants [CH2:1]([O:3][C:4](=[O:16])[C:5]([O:8][C:9]1[CH:14]=[CH:13][CH:12]=[C:11]([NH2:15])[CH:10]=1)([CH3:7])[CH3:6])[CH3:2].Cl[CH2:18][CH2:19]Cl.[C:21](O)(=O)C.C(O[BH-](OC(=O)C)OC(=O)C)(=O)C.[Na+], predict the reaction product. (4) Given the reactants [N:1]#[C:2][NH2:3].[CH3:4][O-].[Na+].[Cl:7][C:8]1[CH:13]=[C:12]([N:14]=[C:15]=[S:16])[CH:11]=[C:10]([Cl:17])[C:9]=1[C:18]1[CH2:23][CH2:22][N:21]([C:24]([O:26][C:27]([CH3:30])([CH3:29])[CH3:28])=[O:25])[CH2:20][CH:19]=1.CI, predict the reaction product. The product is: [Cl:7][C:8]1[CH:13]=[C:12](/[N:14]=[C:15](/[NH:1][C:2]#[N:3])\[S:16][CH3:4])[CH:11]=[C:10]([Cl:17])[C:9]=1[C:18]1[CH2:23][CH2:22][N:21]([C:24]([O:26][C:27]([CH3:30])([CH3:29])[CH3:28])=[O:25])[CH2:20][CH:19]=1. (5) Given the reactants [C:1]([O:5][C:6]([N:8]1[CH2:13][CH2:12][N:11]([C:14]2C=CC(Br)=CC=2)[CH2:10][CH2:9]1)=[O:7])([CH3:4])([CH3:3])[CH3:2].[Br:21][C:22]1[CH:23]=[N:24]C(N2CCNCC2)=[N:26][CH:27]=1, predict the reaction product. The product is: [C:1]([O:5][C:6]([N:8]1[CH2:9][CH2:10][N:11]([C:14]2[N:24]=[CH:23][C:22]([Br:21])=[CH:27][N:26]=2)[CH2:12][CH2:13]1)=[O:7])([CH3:2])([CH3:3])[CH3:4]. (6) Given the reactants [CH3:1][C:2]1([CH3:26])[O:6][CH2:5][CH:4]([CH2:7][O:8][C:9]2[CH:10]=[C:11]([CH2:24][OH:25])[CH:12]=[N:13][C:14]=2[C:15]2[CH:20]=[C:19]([O:21][CH3:22])[CH:18]=[CH:17][C:16]=2[F:23])[CH2:3]1.Cl[C:28]1[N:33]=[CH:32][N:31]=[C:30]([CH:34]([CH:41]2[CH2:43][CH2:42]2)[CH2:35][C:36]([O:38]CC)=[O:37])[CH:29]=1.[H-].[Na+].Cl, predict the reaction product. The product is: [CH:41]1([CH:34]([C:30]2[CH:29]=[C:28]([O:25][CH2:24][C:11]3[CH:12]=[N:13][C:14]([C:15]4[CH:20]=[C:19]([O:21][CH3:22])[CH:18]=[CH:17][C:16]=4[F:23])=[C:9]([O:8][CH2:7][CH:4]4[CH2:3][C:2]([CH3:26])([CH3:1])[O:6][CH2:5]4)[CH:10]=3)[N:33]=[CH:32][N:31]=2)[CH2:35][C:36]([OH:38])=[O:37])[CH2:43][CH2:42]1. (7) Given the reactants FC(F)(F)C([N:5]1[CH2:10][CH2:9][N:8]([CH:11]2[CH2:14][N:13]([C:15]([C:17]3[S:21][C:20]4[CH:22]=[C:23]([C:26]([F:29])([F:28])[F:27])[CH:24]=[CH:25][C:19]=4[CH:18]=3)=[O:16])[CH2:12]2)[CH2:7][CH2:6]1)=O, predict the reaction product. The product is: [N:8]1([CH:11]2[CH2:14][N:13]([C:15]([C:17]3[S:21][C:20]4[CH:22]=[C:23]([C:26]([F:28])([F:27])[F:29])[CH:24]=[CH:25][C:19]=4[CH:18]=3)=[O:16])[CH2:12]2)[CH2:9][CH2:10][NH:5][CH2:6][CH2:7]1. (8) Given the reactants [CH3:1][N:2]1[C:6]([C:7]2[C:8]3[C:12]([CH:13]=[CH:14][CH:15]=2)=[N:11][N:10]2[C:16]([CH:21]4[CH2:26][CH2:25][N:24](C(OC(C)(C)C)=O)[CH2:23][CH2:22]4)=[CH:17][C:18](=[O:20])[NH:19][C:9]=32)=[CH:5][CH:4]=[N:3]1.[ClH:34], predict the reaction product. The product is: [ClH:34].[CH3:1][N:2]1[C:6]([C:7]2[C:8]3[C:12]([CH:13]=[CH:14][CH:15]=2)=[N:11][N:10]2[C:16]([CH:21]4[CH2:26][CH2:25][NH:24][CH2:23][CH2:22]4)=[CH:17][C:18](=[O:20])[NH:19][C:9]=32)=[CH:5][CH:4]=[N:3]1.